This data is from Forward reaction prediction with 1.9M reactions from USPTO patents (1976-2016). The task is: Predict the product of the given reaction. (1) Given the reactants Cl[C:2]1[CH:3]=[CH:4][C:5]2[N:6]([C:8]([C:11]3[CH:16]=[CH:15][CH:14]=[C:13]([Cl:17])[CH:12]=3)=[CH:9][N:10]=2)[N:7]=1.[NH:18]1[CH2:23][CH2:22][CH2:21][C@H:20]([NH2:24])[CH2:19]1.C([O-])(O)=O.[Na+], predict the reaction product. The product is: [Cl:17][C:13]1[CH:12]=[C:11]([C:8]2[N:6]3[N:7]=[C:2]([N:18]4[CH2:23][CH2:22][CH2:21][C@H:20]([NH2:24])[CH2:19]4)[CH:3]=[CH:4][C:5]3=[N:10][CH:9]=2)[CH:16]=[CH:15][CH:14]=1. (2) Given the reactants [CH:1]1([CH2:7][CH2:8][C:9]#[CH:10])[CH2:6][CH2:5][CH2:4][CH2:3][CH2:2]1.[N:11]([CH2:14][CH2:15][CH2:16][CH2:17][CH2:18][CH2:19][NH:20]C(OCC1C=CC=CC=1)=O)=[N+:12]=[N-:13], predict the reaction product. The product is: [NH2:20][CH2:19][CH2:18][CH2:17][CH2:16][CH2:15][CH2:14][N:11]1[CH:10]=[C:9]([CH2:8][CH2:7][CH:1]2[CH2:6][CH2:5][CH2:4][CH2:3][CH2:2]2)[N:13]=[N:12]1.